This data is from Reaction yield outcomes from USPTO patents with 853,638 reactions. The task is: Predict the reaction yield, written as a fraction of the theoretical maximum amount of product (1.0 means a 100% yield; for example, 0.34 means a 34% yield). (1) The reactants are F[C:2]1[CH:11]=[C:10]([F:12])[CH:9]=[C:8]2[C:3]=1[C:4](=[O:13])[NH:5][CH:6]=[N:7]2.[CH:14]([OH:17])([CH3:16])[CH3:15]. No catalyst specified. The product is [F:12][C:10]1[CH:9]=[C:8]2[C:3]([C:4](=[O:13])[NH:5][CH:6]=[N:7]2)=[C:2]([O:17][CH:14]([CH3:16])[CH3:15])[CH:11]=1. The yield is 0.730. (2) The reactants are [CH3:1][N:2]1[CH:6]=[CH:5][N:4]=[C:3]1[CH:7]1[C:12]2=[N:13][NH:14][C:15](=[O:20])[C:16]3[CH:17]=[CH:18][CH:19]=[C:10]([C:11]=32)[NH:9][CH:8]1[C:21]1[CH:28]=[CH:27][C:24]([CH:25]=O)=[CH:23][CH:22]=1.C(O)(=O)C.[NH:33]1[CH2:37][CH2:36][CH2:35][CH2:34]1.[BH3-]C#N.[Na+]. The catalyst is C(#N)C. The product is [CH3:1][N:2]1[CH:6]=[CH:5][N:4]=[C:3]1[CH:7]1[C:12]2=[N:13][NH:14][C:15](=[O:20])[C:16]3[CH:17]=[CH:18][CH:19]=[C:10]([C:11]=32)[NH:9][CH:8]1[C:21]1[CH:22]=[CH:23][C:24]([CH2:25][N:33]2[CH2:37][CH2:36][CH2:35][CH2:34]2)=[CH:27][CH:28]=1. The yield is 0.220. (3) The reactants are [H-].[Na+].[O:3]=[C:4]1[CH2:9][CH2:8][CH2:7][O:6][CH:5]1[C:10]([O:12][CH2:13][C:14]1[CH:19]=[CH:18][CH:17]=[CH:16][CH:15]=1)=[O:11].[CH3:20]N(C=O)C.IC. The catalyst is O.CCOCC. The product is [CH3:20][C:5]1([C:10]([O:12][CH2:13][C:14]2[CH:19]=[CH:18][CH:17]=[CH:16][CH:15]=2)=[O:11])[C:4](=[O:3])[CH2:9][CH2:8][CH2:7][O:6]1. The yield is 0.420. (4) The reactants are F[C:2]1[CH:9]=[CH:8][C:7]([CH:10]=[O:11])=[CH:6][C:3]=1[C:4]#[N:5].C([O-])([O-])=O.[K+].[K+].[N+:18]([C:21]1[N:25]=[CH:24][NH:23][N:22]=1)([O-:20])=[O:19]. The catalyst is CN(C=O)C.O. The product is [CH:10]([C:7]1[CH:8]=[CH:9][C:2]([N:23]2[CH:24]=[N:25][C:21]([N+:18]([O-:20])=[O:19])=[N:22]2)=[C:3]([CH:6]=1)[C:4]#[N:5])=[O:11]. The yield is 0.450. (5) The reactants are [CH3:1][C@H:2]1[CH2:11][C:9](=[O:10])[C:5](=[C:6]([CH3:8])[CH3:7])[CH2:4][CH2:3]1.C([O-])(O)=O.[Na+].BrBr.[CH3:19][CH2:20][O-].[Na+].Cl.Cl.NNC(N)=[O:28].CC([O-])=O.[Na+]. The catalyst is CCOCC.O. The product is [CH3:1][C@@H:2]1[CH2:3][CH2:4][C:5](=[C:6]([CH3:7])[CH3:8])[CH:11]1[C:9]([O:10][CH2:19][CH3:20])=[O:28]. The yield is 0.640. (6) The reactants are [C:1]([O:5][C:6]([N:8](C(OC(C)(C)C)=O)[C:9]1[O:17][C:16]2[C:11](=[N:12][CH:13]=[C:14]([CH2:18][CH2:19][CH2:20][O:21][Si](C(C)(C)C)(C)C)[CH:15]=2)[C:10]=1[C:29]([O:31][CH2:32][CH3:33])=[O:30])=[O:7])([CH3:4])([CH3:3])[CH3:2].CCCC[N+](CCCC)(CCCC)CCCC.[F-]. The catalyst is C1COCC1.CCOC(C)=O.O. The product is [C:1]([O:5][C:6]([NH:8][C:9]1[O:17][C:16]2[C:11](=[N:12][CH:13]=[C:14]([CH2:18][CH2:19][CH2:20][OH:21])[CH:15]=2)[C:10]=1[C:29]([O:31][CH2:32][CH3:33])=[O:30])=[O:7])([CH3:4])([CH3:3])[CH3:2]. The yield is 0.630. (7) The reactants are [H-].[Na+].[C:3](OCC)(=O)[CH2:4][C:5]([CH3:7])=[O:6].[F:12][C:13]1[CH:18]=[CH:17][C:16]([N+:19]([O-:21])=[O:20])=C(F)[C:14]=1[F:23]. The catalyst is C1COCC1. The product is [C:5]([CH2:4][C:3]1[C:14]([F:23])=[C:13]([F:12])[CH:18]=[CH:17][C:16]=1[N+:19]([O-:21])=[O:20])(=[O:6])[CH3:7]. The yield is 0.720. (8) The reactants are C([O-])(O)=O.[Na+].O.[CH:7]1([CH2:12][CH:13]([CH3:17])[CH2:14][CH2:15][OH:16])[CH2:11][CH2:10][CH2:9][CH2:8]1.[O-]Cl.[Na+]. The catalyst is [K+].[Br-].CC1(C)N([O])C(C)(C)CCC1.C1(C)C=CC=CC=1. The product is [CH:7]1([CH2:12][CH:13]([CH3:17])[CH2:14][CH:15]=[O:16])[CH2:11][CH2:10][CH2:9][CH2:8]1. The yield is 0.600. (9) The reactants are [CH3:1][O:2][C:3]([C:5]1([CH3:20])[CH2:9][CH2:8][CH2:7][N:6]1C(OCC1C=CC=CC=1)=O)=[O:4]. The catalyst is CO.[Pd]. The product is [CH3:1][O:2][C:3]([C:5]1([CH3:20])[CH2:9][CH2:8][CH2:7][NH:6]1)=[O:4]. The yield is 0.970.